This data is from Full USPTO retrosynthesis dataset with 1.9M reactions from patents (1976-2016). The task is: Predict the reactants needed to synthesize the given product. (1) Given the product [Cl:23][C:18]1[CH:19]=[CH:20][CH:21]=[CH:22][C:17]=1[C:13]1[CH:14]=[CH:15][CH:16]=[C:11]([N:9]2[CH:10]=[C:6]([C:4]([C:29]3[S:30][C:26]([CH3:25])=[CH:27][N:28]=3)=[O:5])[N:7]=[CH:8]2)[CH:12]=1, predict the reactants needed to synthesize it. The reactants are: CON(C)[C:4]([C:6]1[N:7]=[CH:8][N:9]([C:11]2[CH:12]=[C:13]([C:17]3[CH:22]=[CH:21][CH:20]=[CH:19][C:18]=3[Cl:23])[CH:14]=[CH:15][CH:16]=2)[CH:10]=1)=[O:5].[CH3:25][C:26]1[S:30][CH:29]=[N:28][CH:27]=1. (2) The reactants are: [CH3:1][N:2]1[C:7](=[O:8])[CH2:6][N:5]2[CH:9]=[C:10]([CH:12]=O)[N:11]=[C:4]2[CH2:3]1.[Mg+2].[Br-].[Br-].[N+:17]([C:20]1[CH:38]=[CH:37][C:23]([CH2:24][O:25][C:26]([C:28]2[N:29]3[C@H]([S:33][CH:34]=2)[C@@H:31]([Br:35])[C:30]3=[O:36])=[O:27])=[CH:22][CH:21]=1)([O-:19])=[O:18].[C:39]([O:42]C(=O)C)(=[O:41])[CH3:40].[C:46](OCC)(=O)C. Given the product [N+:17]([C:20]1[CH:21]=[CH:22][C:23]([CH2:24][O:25][C:26]([C:28]2[N:29]3[C:12]([C:10]4[N:11]=[C:4]5[CH2:3][N:2]([CH3:1])[C:7](=[O:8])[CH2:6][N:5]5[CH:9]=4)([S:33][C:34]=2[CH3:46])[C:31]([O:42][C:39](=[O:41])[CH3:40])([Br:35])[C:30]3=[O:36])=[O:27])=[CH:37][CH:38]=1)([O-:19])=[O:18], predict the reactants needed to synthesize it.